Dataset: Peptide-MHC class II binding affinity with 134,281 pairs from IEDB. Task: Regression. Given a peptide amino acid sequence and an MHC pseudo amino acid sequence, predict their binding affinity value. This is MHC class II binding data. (1) The peptide sequence is VMRYTIDKEFEKICR. The MHC is DRB4_0101 with pseudo-sequence DRB4_0103. The binding affinity (normalized) is 0.235. (2) The peptide sequence is KAIEWEKAGHGA. The MHC is DRB1_0101 with pseudo-sequence DRB1_0101. The binding affinity (normalized) is 0.689. (3) The peptide sequence is NQEILELAQSETCSP. The MHC is HLA-DQA10301-DQB10302 with pseudo-sequence HLA-DQA10301-DQB10302. The binding affinity (normalized) is 0.806. (4) The peptide sequence is QRILRKSKRNDGDLD. The MHC is DRB1_0101 with pseudo-sequence DRB1_0101. The binding affinity (normalized) is 0.0331. (5) The peptide sequence is SQDLELSKNLNGLQAY. The MHC is DRB1_0401 with pseudo-sequence DRB1_0401. The binding affinity (normalized) is 0.627. (6) The peptide sequence is KIPGGAMYADDTAGWDT. The MHC is DRB1_0802 with pseudo-sequence DRB1_0802. The binding affinity (normalized) is 0.348. (7) The peptide sequence is ALFYKLDVVPID. The MHC is H-2-IAd with pseudo-sequence H-2-IAd. The binding affinity (normalized) is 0.425. (8) The peptide sequence is YVLARPKLRPITGDD. The MHC is HLA-DPA10301-DPB10402 with pseudo-sequence HLA-DPA10301-DPB10402. The binding affinity (normalized) is 0.131.